The task is: Predict which catalyst facilitates the given reaction.. This data is from Catalyst prediction with 721,799 reactions and 888 catalyst types from USPTO. (1) Reactant: C(N(CC)CC)C.[CH2:8]([N:15]1[CH:19]=[C:18]([C:20]([CH3:23])([CH3:22])[CH3:21])[N:17]=[C:16]1[C@H:24]([NH2:35])[CH2:25][C:26]1[C:34]2[C:29](=[CH:30][CH:31]=[CH:32][CH:33]=2)[NH:28][CH:27]=1)[C:9]1[CH:14]=[CH:13][CH:12]=[CH:11][CH:10]=1.[CH2:36](Cl)[C:37]1[CH:42]=[CH:41][CH:40]=[CH:39][CH:38]=1. Product: [CH2:36]([NH:35][C@@H:24]([C:16]1[N:15]([CH2:8][C:9]2[CH:14]=[CH:13][CH:12]=[CH:11][CH:10]=2)[CH:19]=[C:18]([C:20]([CH3:22])([CH3:23])[CH3:21])[N:17]=1)[CH2:25][C:26]1[C:34]2[C:29](=[CH:30][CH:31]=[CH:32][CH:33]=2)[NH:28][CH:27]=1)[C:37]1[CH:42]=[CH:41][CH:40]=[CH:39][CH:38]=1. The catalyst class is: 647. (2) Reactant: [F:1][C:2]([F:32])([F:31])[C:3]1[CH:8]=[CH:7][C:6]([NH:9][C:10](=[O:30])[NH:11][CH:12]2[CH2:17][CH2:16][N:15]([C:18]([C:20]3[CH:29]=[CH:28][C:23]([C:24]([O:26]C)=[O:25])=[CH:22][CH:21]=3)=[O:19])[CH2:14][CH2:13]2)=[CH:5][CH:4]=1.[Li+].[OH-]. Product: [F:31][C:2]([F:1])([F:32])[C:3]1[CH:4]=[CH:5][C:6]([NH:9][C:10](=[O:30])[NH:11][CH:12]2[CH2:13][CH2:14][N:15]([C:18]([C:20]3[CH:29]=[CH:28][C:23]([C:24]([OH:26])=[O:25])=[CH:22][CH:21]=3)=[O:19])[CH2:16][CH2:17]2)=[CH:7][CH:8]=1. The catalyst class is: 87. (3) Reactant: Cl[C:2]1[N:3]=[N+:4]([O-:12])[C:5]2[CH:11]=[CH:10][CH:9]=[CH:8][C:6]=2[N:7]=1.[NH2:13][CH2:14][CH2:15][N:16]([CH2:24][CH2:25][NH2:26])[C:17](=[O:23])[O:18][C:19]([CH3:22])([CH3:21])[CH3:20].CC[N:29]([CH2:32]C)[CH2:30][CH3:31]. Product: [O-:12][N+:4]1[C:5]2[CH:11]=[CH:10][CH:9]=[CH:8][C:6]=2[N:7]=[C:2]([NH:13][CH2:14][CH2:15][N:16]([CH2:24][CH2:25][NH:26][C:32]2[N:3]=[N+:4]([O-:12])[C:5]3[CH:6]=[CH:8][CH:9]=[CH:31][C:30]=3[N:29]=2)[C:17](=[O:23])[O:18][C:19]([CH3:20])([CH3:21])[CH3:22])[N:3]=1. The catalyst class is: 57. (4) The catalyst class is: 6. Reactant: FC(F)(F)C(O)=[O:4].[Cl:8][C:9]1[CH:14]=[CH:13][CH:12]=[C:11]([Cl:15])[N:10]=1.OO. Product: [Cl:8][C:9]1[CH:14]=[CH:13][CH:12]=[C:11]([Cl:15])[N+:10]=1[O-:4]. (5) Reactant: Cl[C:2]1[CH:7]=[CH:6][C:5]([NH:8][C:9]([NH:11][C:12]2[CH:17]=[CH:16][CH:15]=[C:14]([C:18]3[CH:23]=[CH:22][CH:21]=[C:20]([N:24]4[CH2:28][CH2:27][CH2:26][CH2:25]4)[N:19]=3)[CH:13]=2)=[O:10])=[CH:4][CH:3]=1.[CH3:29][O:30]C1C=CC(N)=CC=1.CCN(C(C)C)C(C)C. Product: [CH3:29][O:30][C:2]1[CH:7]=[CH:6][C:5]([NH:8][C:9]([NH:11][C:12]2[CH:17]=[CH:16][CH:15]=[C:14]([C:18]3[CH:23]=[CH:22][CH:21]=[C:20]([N:24]4[CH2:28][CH2:27][CH2:26][CH2:25]4)[N:19]=3)[CH:13]=2)=[O:10])=[CH:4][CH:3]=1. The catalyst class is: 3.